Dataset: Forward reaction prediction with 1.9M reactions from USPTO patents (1976-2016). Task: Predict the product of the given reaction. Given the reactants Cl[C:2]1[CH:7]=[C:6]([Cl:8])[N:5]=[CH:4][C:3]=1[C:9]([NH2:11])=[O:10].[NH3:12], predict the reaction product. The product is: [NH2:12][C:2]1[CH:7]=[C:6]([Cl:8])[N:5]=[CH:4][C:3]=1[C:9]([NH2:11])=[O:10].